Dataset: Full USPTO retrosynthesis dataset with 1.9M reactions from patents (1976-2016). Task: Predict the reactants needed to synthesize the given product. (1) Given the product [C:14]([OH:19])(=[O:18])[CH:15]([CH3:17])[OH:16].[C:21]([O:26][CH3:14])(=[O:25])[CH:22]([CH3:24])[OH:23], predict the reactants needed to synthesize it. The reactants are: [Sn](Cl)(Cl)(Cl)Cl.O.O.O.O.O.[OH-].[Na+].Cl.[C:14]([O-:19])(=[O:18])[CH:15]([CH3:17])[OH:16].[Na+].[C:21]([OH:26])(=[O:25])[CH:22]([CH3:24])[OH:23]. (2) Given the product [Cl:39][C:36]1[CH:35]=[CH:34][C:33]([C@@H:29]([CH2:28][NH:27][CH2:40][CH:41]2[CH2:43][CH2:42]2)[C:30]([N:16]2[CH2:15][CH2:14][N:13]([C:12]3[C:7]4[C@H:6]([CH3:19])[CH2:5][C@@H:4]([F:3])[C:8]=4[N:9]=[CH:10][N:11]=3)[CH2:18][CH2:17]2)=[O:31])=[CH:38][CH:37]=1, predict the reactants needed to synthesize it. The reactants are: Cl.Cl.[F:3][C@H:4]1[C:8]2[N:9]=[CH:10][N:11]=[C:12]([N:13]3[CH2:18][CH2:17][NH:16][CH2:15][CH2:14]3)[C:7]=2[C@H:6]([CH3:19])[CH2:5]1.C(OC([N:27]([CH2:40][CH:41]1[CH2:43][CH2:42]1)[CH2:28][C@H:29]([C:33]1[CH:38]=[CH:37][C:36]([Cl:39])=[CH:35][CH:34]=1)[C:30](O)=[O:31])=O)(C)(C)C.C(N(C(C)C)CC)(C)C.CN(C(ON1N=NC2C=CC=CC1=2)=[N+](C)C)C.F[P-](F)(F)(F)(F)F. (3) Given the product [F:1][C:2]1[CH:3]=[C:4]([C@:13]2([NH:23][C:24](=[O:36])[NH:25][C:26]3[CH:27]=[C:28]([CH:33]=[CH:34][CH:35]=3)[C:29]([OH:31])=[O:30])[C:18]3=[N:19][CH:20]=[CH:21][CH:22]=[C:17]3[O:16][CH2:15][CH2:14]2)[CH:5]=[CH:6][C:7]=1[O:8][C:9]([F:12])([F:10])[F:11], predict the reactants needed to synthesize it. The reactants are: [F:1][C:2]1[CH:3]=[C:4]([C@:13]2([NH:23][C:24](=[O:36])[NH:25][C:26]3[CH:27]=[C:28]([CH:33]=[CH:34][CH:35]=3)[C:29]([O:31]C)=[O:30])[C:18]3=[N:19][CH:20]=[CH:21][CH:22]=[C:17]3[O:16][CH2:15][CH2:14]2)[CH:5]=[CH:6][C:7]=1[O:8][C:9]([F:12])([F:11])[F:10].CO.[Li+].[OH-].Cl. (4) Given the product [Cl:1][C:2]1[C:11]2[C:6](=[CH:7][C:8]([O:14][CH3:15])=[C:9]([O:12][CH3:13])[CH:10]=2)[N:5]=[CH:4][C:3]=1[C:49]([NH2:47])=[O:50], predict the reactants needed to synthesize it. The reactants are: [Cl:1][C:2]1[C:11]2[C:6](=[CH:7][C:8]([O:14][CH3:15])=[C:9]([O:12][CH3:13])[CH:10]=2)[N:5]=[CH:4][C:3]=1I.C1(P(C2C=CC=CC=2)CCCP(C2C=CC=CC=2)C2C=CC=CC=2)C=CC=CC=1.C[N:47]([CH:49]=[O:50])C. (5) Given the product [ClH:39].[N:1]1[CH:6]=[CH:5][C:4]([CH2:7][NH:8][C:9]([C:11]2[S:19][C:18]3[N:13]([C:14](=[O:22])[N:15]([CH2:34][C:33]4[CH:36]=[CH:37][CH:38]=[C:31]([C:29]#[N:30])[CH:32]=4)[C:16](=[O:21])[C:17]=3[CH3:20])[CH:12]=2)=[O:10])=[CH:3][CH:2]=1, predict the reactants needed to synthesize it. The reactants are: [N:1]1[CH:6]=[CH:5][C:4]([CH2:7][NH:8][C:9]([C:11]2[S:19][C:18]3[N:13]([C:14](=[O:22])[NH:15][C:16](=[O:21])[C:17]=3[CH3:20])[CH:12]=2)=[O:10])=[CH:3][CH:2]=1.C(=O)([O-])[O-].[Cs+].[Cs+].[C:29]([C:31]1[CH:32]=[C:33]([CH:36]=[CH:37][CH:38]=1)[CH2:34]Br)#[N:30].[ClH:39]. (6) Given the product [Br:1][C:2]1[CH:7]=[CH:6][C:5]([CH:8]2[C:18]3[C:13](=[C:14]([Cl:20])[CH:15]=[C:16]([Cl:19])[CH:17]=3)[CH2:12][N:10]([CH3:11])[CH2:9]2)=[CH:4][CH:3]=1, predict the reactants needed to synthesize it. The reactants are: [Br:1][C:2]1[CH:7]=[CH:6][C:5]([CH:8](O)[CH2:9][N:10]([CH2:12][C:13]2[CH:18]=[CH:17][C:16]([Cl:19])=[CH:15][C:14]=2[Cl:20])[CH3:11])=[CH:4][CH:3]=1.OS(O)(=O)=O.[OH-].[Na+].